Dataset: Reaction yield outcomes from USPTO patents with 853,638 reactions. Task: Predict the reaction yield, written as a fraction of the theoretical maximum amount of product (1.0 means a 100% yield; for example, 0.34 means a 34% yield). The reactants are [CH2:1]([O:3][C:4]([CH:6]1[O:23][C:9]2=[CH:10][CH:11]=[C:12]3[C:16]([N:15]([CH2:17][C@@H:18]([N:20]=[N+]=[N-])[CH3:19])[N:14]=[CH:13]3)=[C:8]2[CH2:7]1)=[O:5])[CH3:2].Cl. The catalyst is CO.C(O)C.[Pd]. The product is [CH2:1]([O:3][C:4]([CH:6]1[O:23][C:9]2=[CH:10][CH:11]=[C:12]3[C:16]([N:15]([CH2:17][C@@H:18]([NH2:20])[CH3:19])[N:14]=[CH:13]3)=[C:8]2[CH2:7]1)=[O:5])[CH3:2]. The yield is 0.200.